The task is: Regression. Given a peptide amino acid sequence and an MHC pseudo amino acid sequence, predict their binding affinity value. This is MHC class II binding data.. This data is from Peptide-MHC class II binding affinity with 134,281 pairs from IEDB. (1) The binding affinity (normalized) is 0.457. The MHC is DRB1_0901 with pseudo-sequence DRB1_0901. The peptide sequence is IFSKASDSLQLVFGIE. (2) The peptide sequence is LSVTEQSEFYFPRAP. The MHC is DRB4_0101 with pseudo-sequence DRB4_0103. The binding affinity (normalized) is 0.278. (3) The binding affinity (normalized) is 0.290. The MHC is HLA-DPA10301-DPB10402 with pseudo-sequence HLA-DPA10301-DPB10402. The peptide sequence is KNVFDDVVPEKYTIG. (4) The binding affinity (normalized) is 0.498. The MHC is DRB1_1302 with pseudo-sequence DRB1_1302. The peptide sequence is VAFRAGLVMEAGSKVT. (5) The peptide sequence is GRWDGEEEVQLIAAV. The MHC is HLA-DQA10201-DQB10301 with pseudo-sequence HLA-DQA10201-DQB10301. The binding affinity (normalized) is 0.311. (6) The peptide sequence is ISSQYYIQQNGNLCY. The MHC is HLA-DQA10501-DQB10301 with pseudo-sequence HLA-DQA10501-DQB10301. The binding affinity (normalized) is 0.168.